Dataset: Forward reaction prediction with 1.9M reactions from USPTO patents (1976-2016). Task: Predict the product of the given reaction. The product is: [F:29][C:30]([F:45])([F:44])[C:31]1[CH:32]=[C:33]([C:34]([N:8]2[CH2:13][CH2:12][C@H:11]([N:26]3[CH2:27][CH2:28][N:23]([CH3:22])[CH2:24][CH2:25]3)[C@H:10]([C:15]3[CH:20]=[CH:19][CH:18]=[CH:17][C:16]=3[Cl:21])[CH2:9]2)=[O:35])[CH:37]=[C:38]([C:40]([F:43])([F:42])[F:41])[CH:39]=1. Given the reactants C([N:8]1[CH2:13][CH2:12][C:11](=O)[CH:10]([C:15]2[CH:20]=[CH:19][CH:18]=[CH:17][C:16]=2[Cl:21])[CH2:9]1)C1C=CC=CC=1.[CH3:22][N:23]1[CH2:28][CH2:27][NH:26][CH2:25][CH2:24]1.[F:29][C:30]([F:45])([F:44])[C:31]1[CH:32]=[C:33]([CH:37]=[C:38]([C:40]([F:43])([F:42])[F:41])[CH:39]=1)[C:34](Cl)=[O:35], predict the reaction product.